Dataset: Reaction yield outcomes from USPTO patents with 853,638 reactions. Task: Predict the reaction yield, written as a fraction of the theoretical maximum amount of product (1.0 means a 100% yield; for example, 0.34 means a 34% yield). The reactants are [Br:1][C:2]1[CH:3]=[CH:4][C:5](F)=[C:6]([N+:8]([O-:10])=[O:9])[CH:7]=1.C([O-])([O-])=O.[Cs+].[Cs+].[SH:18][C:19]1[CH:28]=[CH:27][CH:26]=[CH:25][C:20]=1[C:21]([O:23][CH3:24])=[O:22].O. The catalyst is CN(C=O)C.C(OCC)(=O)C. The product is [CH3:24][O:23][C:21](=[O:22])[C:20]1[CH:25]=[CH:26][CH:27]=[CH:28][C:19]=1[S:18][C:5]1[CH:4]=[CH:3][C:2]([Br:1])=[CH:7][C:6]=1[N+:8]([O-:10])=[O:9]. The yield is 0.980.